Regression. Given two drug SMILES strings and cell line genomic features, predict the synergy score measuring deviation from expected non-interaction effect. From a dataset of NCI-60 drug combinations with 297,098 pairs across 59 cell lines. (1) Drug 1: C1=NC2=C(N1)C(=S)N=C(N2)N. Drug 2: CCC(=C(C1=CC=CC=C1)C2=CC=C(C=C2)OCCN(C)C)C3=CC=CC=C3.C(C(=O)O)C(CC(=O)O)(C(=O)O)O. Cell line: NCI-H460. Synergy scores: CSS=35.1, Synergy_ZIP=0.0335, Synergy_Bliss=-1.24, Synergy_Loewe=-18.9, Synergy_HSA=-1.50. (2) Drug 1: C1=CN(C(=O)N=C1N)C2C(C(C(O2)CO)O)O.Cl. Drug 2: CCN(CC)CCNC(=O)C1=C(NC(=C1C)C=C2C3=C(C=CC(=C3)F)NC2=O)C. Cell line: 786-0. Synergy scores: CSS=27.9, Synergy_ZIP=-11.5, Synergy_Bliss=-3.71, Synergy_Loewe=-7.11, Synergy_HSA=-2.27. (3) Drug 2: C(CN)CNCCSP(=O)(O)O. Cell line: MCF7. Synergy scores: CSS=5.38, Synergy_ZIP=-1.46, Synergy_Bliss=0.308, Synergy_Loewe=-0.128, Synergy_HSA=-0.106. Drug 1: C1=CN(C(=O)N=C1N)C2C(C(C(O2)CO)O)O.Cl. (4) Drug 1: C(=O)(N)NO. Drug 2: CN(C(=O)NC(C=O)C(C(C(CO)O)O)O)N=O. Cell line: MCF7. Synergy scores: CSS=4.14, Synergy_ZIP=-2.77, Synergy_Bliss=-4.25, Synergy_Loewe=0.682, Synergy_HSA=-3.85. (5) Drug 1: CC1=CC2C(CCC3(C2CCC3(C(=O)C)OC(=O)C)C)C4(C1=CC(=O)CC4)C. Drug 2: CC1=C(C(CCC1)(C)C)C=CC(=CC=CC(=CC(=O)O)C)C. Cell line: SK-MEL-5. Synergy scores: CSS=-2.28, Synergy_ZIP=4.79, Synergy_Bliss=3.67, Synergy_Loewe=-5.93, Synergy_HSA=-6.19. (6) Drug 1: CC1CCCC2(C(O2)CC(NC(=O)CC(C(C(=O)C(C1O)C)(C)C)O)C(=CC3=CSC(=N3)C)C)C. Drug 2: B(C(CC(C)C)NC(=O)C(CC1=CC=CC=C1)NC(=O)C2=NC=CN=C2)(O)O. Cell line: A498. Synergy scores: CSS=59.9, Synergy_ZIP=-0.701, Synergy_Bliss=-1.28, Synergy_Loewe=-0.0643, Synergy_HSA=0.673. (7) Drug 1: C1CN(P(=O)(OC1)NCCCl)CCCl. Drug 2: CC1C(C(CC(O1)OC2CC(CC3=C2C(=C4C(=C3O)C(=O)C5=C(C4=O)C(=CC=C5)OC)O)(C(=O)CO)O)N)O.Cl. Cell line: T-47D. Synergy scores: CSS=40.0, Synergy_ZIP=1.51, Synergy_Bliss=0.726, Synergy_Loewe=-36.7, Synergy_HSA=1.03.